From a dataset of Full USPTO retrosynthesis dataset with 1.9M reactions from patents (1976-2016). Predict the reactants needed to synthesize the given product. (1) Given the product [OH:27][CH2:26][CH2:25][N:24]([CH2:23][C:22]1[CH:28]=[CH:29][C:19]([N+:16]([O-:18])=[O:17])=[CH:20][CH:21]=1)[C:9](=[O:10])[O:11][C:12]([CH3:13])([CH3:14])[CH3:15], predict the reactants needed to synthesize it. The reactants are: [C:9](O[C:9]([O:11][C:12]([CH3:15])([CH3:14])[CH3:13])=[O:10])([O:11][C:12]([CH3:15])([CH3:14])[CH3:13])=[O:10].[N+:16]([C:19]1[CH:29]=[CH:28][C:22]([CH2:23][NH:24][CH2:25][CH2:26][OH:27])=[CH:21][CH:20]=1)([O-:18])=[O:17].[OH-].[Na+]. (2) Given the product [NH2:34][C:33]1[CH:35]=[CH:36][C:30]([CH2:29][NH:28][C:2]2[N:7]=[C:6]([O:8][CH2:9][C:10]([F:13])([F:12])[F:11])[N:5]=[C:4]([NH:14][C:15]3[CH:27]=[CH:26][C:18]([C:19]([O:21][C:22]([CH3:25])([CH3:24])[CH3:23])=[O:20])=[CH:17][CH:16]=3)[N:3]=2)=[CH:31][CH:32]=1, predict the reactants needed to synthesize it. The reactants are: Cl[C:2]1[N:7]=[C:6]([O:8][CH2:9][C:10]([F:13])([F:12])[F:11])[N:5]=[C:4]([NH:14][C:15]2[CH:27]=[CH:26][C:18]([C:19]([O:21][C:22]([CH3:25])([CH3:24])[CH3:23])=[O:20])=[CH:17][CH:16]=2)[N:3]=1.[NH2:28][CH2:29][C:30]1[CH:36]=[CH:35][C:33]([NH2:34])=[CH:32][CH:31]=1. (3) Given the product [CH3:20][C:5]1([CH3:21])[C:4]2[C:8](=[CH:9][C:10]([N+:11]([O-:13])=[O:12])=[C:2]([NH:1][C:28](=[O:29])[C:27]3[CH:31]=[CH:32][C:24]([O:23][CH3:22])=[CH:25][CH:26]=3)[CH:3]=2)[N:7]([CH2:14][CH2:15][CH:16]([CH3:17])[CH3:18])[C:6]1=[O:19], predict the reactants needed to synthesize it. The reactants are: [NH2:1][C:2]1[CH:3]=[C:4]2[C:8](=[CH:9][C:10]=1[N+:11]([O-:13])=[O:12])[N:7]([CH2:14][CH2:15][CH:16]([CH3:18])[CH3:17])[C:6](=[O:19])[C:5]2([CH3:21])[CH3:20].[CH3:22][O:23][C:24]1[CH:32]=[CH:31][C:27]([C:28](Cl)=[O:29])=[CH:26][CH:25]=1. (4) The reactants are: [O:1]1[CH2:6][CH2:5][N:4]([CH2:7][C@H:8]2[CH2:12][CH2:11][C@@H:10]([NH:13]C(=O)OC(C)(C)C)[CH2:9]2)[CH2:3][CH2:2]1.FC(F)(F)C(O)=O.O1CCN(CC2CCC(N)C2)CC1. Given the product [O:1]1[CH2:2][CH2:3][N:4]([CH2:7][C@H:8]2[CH2:12][CH2:11][C@@H:10]([NH2:13])[CH2:9]2)[CH2:5][CH2:6]1, predict the reactants needed to synthesize it. (5) Given the product [CH3:1][O:2][CH2:3][CH2:4][NH:5][C:6]([C:8]1[N:12]([CH2:13][C:14]2[CH:19]=[CH:18][CH:17]=[C:16]([Cl:20])[CH:15]=2)[C:11]2[CH:21]=[C:22]([C:33]#[C:32][C:26]3[CH:31]=[CH:30][CH:29]=[CH:28][CH:27]=3)[S:23][C:10]=2[C:9]=1[C:33]#[C:32][C:26]1[CH:31]=[CH:30][CH:29]=[CH:28][CH:27]=1)=[O:7], predict the reactants needed to synthesize it. The reactants are: [CH3:1][O:2][CH2:3][CH2:4][NH:5][C:6]([C:8]1[N:12]([CH2:13][C:14]2[CH:19]=[CH:18][CH:17]=[C:16]([Cl:20])[CH:15]=2)[C:11]2[CH:21]=[C:22](Br)[S:23][C:10]=2[C:9]=1I)=[O:7].[C:26]1([C:32]#[C:33][Sn](C)(C)C)[CH:31]=[CH:30][CH:29]=[CH:28][CH:27]=1.C([O-])([O-])=O.[Na+].[Na+]. (6) Given the product [CH2:27]([O:34][C:35]1[CH:42]=[CH:41][C:38](/[CH:39]=[C:6](\[CH3:7])/[C:1]([O:3][CH2:4][CH3:5])=[O:2])=[CH:37][CH:36]=1)[C:28]1[CH:33]=[CH:32][CH:31]=[CH:30][CH:29]=1, predict the reactants needed to synthesize it. The reactants are: [C:1]([CH2:6][CH:7]=P(C1C=CC=CC=1)(C1C=CC=CC=1)C1C=CC=CC=1)([O:3][CH2:4][CH3:5])=[O:2].[CH2:27]([O:34][C:35]1[CH:42]=[CH:41][C:38]([CH:39]=O)=[CH:37][CH:36]=1)[C:28]1[CH:33]=[CH:32][CH:31]=[CH:30][CH:29]=1.CCOC(C)=O. (7) Given the product [CH3:33][O:32][CH2:31][CH2:30][NH:29][C:5]1[NH:4][C:3](=[O:2])[C:8]([C:9]2[CH:14]=[CH:13][C:12]([O:15][C:16]3[CH:21]=[CH:20][N:19]=[C:18]([C:22]4[CH:23]=[N:24][N:25]([CH3:27])[CH:26]=4)[CH:17]=3)=[C:11]([CH3:28])[N:10]=2)=[CH:7][N:6]=1, predict the reactants needed to synthesize it. The reactants are: C[O:2][C:3]1[C:8]([C:9]2[CH:14]=[CH:13][C:12]([O:15][C:16]3[CH:21]=[CH:20][N:19]=[C:18]([C:22]4[CH:23]=[N:24][N:25]([CH3:27])[CH:26]=4)[CH:17]=3)=[C:11]([CH3:28])[N:10]=2)=[CH:7][N:6]=[C:5]([NH:29][CH2:30][CH2:31][O:32][CH3:33])[N:4]=1.Br. (8) Given the product [CH2:7]([N:14]1[CH2:19][C:18]([CH3:20])([CH3:21])[CH2:17][CH2:16][CH:15]1[CH2:22][NH2:24])[C:8]1[CH:13]=[CH:12][CH:11]=[CH:10][CH:9]=1, predict the reactants needed to synthesize it. The reactants are: [H-].[Al+3].[Li+].[H-].[H-].[H-].[CH2:7]([N:14]1[CH2:19][C:18]([CH3:21])([CH3:20])[CH2:17][CH2:16][CH:15]1[C:22]([NH2:24])=O)[C:8]1[CH:13]=[CH:12][CH:11]=[CH:10][CH:9]=1.[OH-].[Na+].S([O-])([O-])(=O)=O.[Na+].[Na+].